This data is from Reaction yield outcomes from USPTO patents with 853,638 reactions. The task is: Predict the reaction yield, written as a fraction of the theoretical maximum amount of product (1.0 means a 100% yield; for example, 0.34 means a 34% yield). (1) The reactants are FC(F)(F)S([O:6][CH2:7][C:8]([F:11])([F:10])[F:9])(=O)=O.[CH3:14][C:15]1[NH:20][C:19](=O)[C:18]([N+:22]([O-:24])=[O:23])=[C:17]([N:25]2[CH2:30][CH2:29][CH:28]([C:31]3[CH:36]=[CH:35][CH:34]=[CH:33][CH:32]=3)[CH2:27][CH2:26]2)[N:16]=1.C(=O)([O-])[O-].[Na+].[Na+].C(=O)([O-])[O-].[K+].[K+]. The catalyst is CC(C)=O. The product is [CH3:14][C:15]1[N:16]=[C:17]([N:25]2[CH2:30][CH2:29][CH:28]([C:31]3[CH:32]=[CH:33][CH:34]=[CH:35][CH:36]=3)[CH2:27][CH2:26]2)[C:18]([N+:22]([O-:24])=[O:23])=[C:19]([O:6][CH2:7][C:8]([F:11])([F:10])[F:9])[N:20]=1. The yield is 0.305. (2) The reactants are Cl.[F:2][C:3]([F:35])([F:34])[C:4]1[CH:5]=[C:6]([C@H:14]([O:16][C@H:17]2[CH2:21][NH:20][C@@H:19]([CH2:22][CH2:23][C:24]([OH:26])=O)[C@@H:18]2[C:27]2[CH:32]=[CH:31][C:30]([F:33])=[CH:29][CH:28]=2)[CH3:15])[CH:7]=[C:8]([C:10]([F:13])([F:12])[F:11])[CH:9]=1.CCN(C(C)C)C(C)C.C(Cl)CCl. The product is [F:13][C:10]([F:11])([F:12])[C:8]1[CH:7]=[C:6]([C@H:14]([O:16][C@@H:17]2[C@@H:18]([C:27]3[CH:32]=[CH:31][C:30]([F:33])=[CH:29][CH:28]=3)[C@H:19]3[N:20]([C:24](=[O:26])[CH2:23][CH2:22]3)[CH2:21]2)[CH3:15])[CH:5]=[C:4]([C:3]([F:34])([F:35])[F:2])[CH:9]=1. The catalyst is CN(C1C=CN=CC=1)C.ClCCl. The yield is 0.880. (3) The reactants are [Cl-].O[NH3+:3].[C:4](=[O:7])([O-])[OH:5].[Na+].CS(C)=O.[CH2:13]([C:17]1[N:18]=[C:19]([CH3:48])[N:20]([C:39]2[CH:44]=[CH:43][CH:42]=[C:41]([CH:45]([CH3:47])[CH3:46])[CH:40]=2)[C:21](=[O:38])[C:22]=1[CH2:23][C:24]1[CH:29]=[CH:28][C:27]([C:30]2[C:31]([C:36]#[N:37])=[CH:32][CH:33]=[CH:34][CH:35]=2)=[CH:26][CH:25]=1)[CH2:14][CH2:15][CH3:16]. The catalyst is O.C(OCC)(=O)C. The product is [CH2:13]([C:17]1[N:18]=[C:19]([CH3:48])[N:20]([C:39]2[CH:44]=[CH:43][CH:42]=[C:41]([CH:45]([CH3:47])[CH3:46])[CH:40]=2)[C:21](=[O:38])[C:22]=1[CH2:23][C:24]1[CH:29]=[CH:28][C:27]([C:30]2[CH:35]=[CH:34][CH:33]=[CH:32][C:31]=2[C:36]2[NH:3][C:4](=[O:7])[O:5][N:37]=2)=[CH:26][CH:25]=1)[CH2:14][CH2:15][CH3:16]. The yield is 0.570. (4) The reactants are [NH2:1][C:2]1[C:7]([C:8]([OH:10])=O)=[CH:6][C:5]([Br:11])=[CH:4][N:3]=1.C(N(CC)CC)C.[NH:19]([C:21]([C:23]1[CH:28]=[CH:27][C:26]([CH2:29][N:30]([CH3:38])[C:31](=[O:37])[O:32][C:33]([CH3:36])([CH3:35])[CH3:34])=[CH:25][CH:24]=1)=[O:22])[NH2:20].CN(C(ON1N=NC2C=CC=CC1=2)=[N+](C)C)C.[B-](F)(F)(F)F. The catalyst is CN(C=O)C.CCOC(C)=O.O. The product is [NH2:1][C:2]1[C:7]([C:8]([NH:20][NH:19][C:21]([C:23]2[CH:24]=[CH:25][C:26]([CH2:29][N:30]([CH3:38])[C:31](=[O:37])[O:32][C:33]([CH3:34])([CH3:35])[CH3:36])=[CH:27][CH:28]=2)=[O:22])=[O:10])=[CH:6][C:5]([Br:11])=[CH:4][N:3]=1. The yield is 0.580. (5) The reactants are C[N:2](C)/[CH:3]=[CH:4]/[C:5]([C:7]1[CH:8]=[C:9]([CH:12]=[CH:13][CH:14]=1)[C:10]#[N:11])=O.C(O)C.[NH2:19]N. No catalyst specified. The product is [NH:2]1[CH:3]=[CH:4][C:5]([C:7]2[CH:8]=[C:9]([CH:12]=[CH:13][CH:14]=2)[C:10]#[N:11])=[N:19]1. The yield is 0.840. (6) The reactants are [I:1][C:2]1[CH:7]=[C:6]([O:8][CH3:9])[C:5]([OH:10])=[C:4]([O:11][CH3:12])[CH:3]=1.[CH2:13](I)[CH3:14].[H-].[Na+].Cl. The catalyst is CN(C)C=O. The product is [CH2:13]([O:10][C:5]1[C:4]([O:11][CH3:12])=[CH:3][C:2]([I:1])=[CH:7][C:6]=1[O:8][CH3:9])[CH3:14]. The yield is 0.930. (7) The product is [F:13][C:14]1[CH:19]=[C:18]([CH2:20][C:21]2[C:22](=[O:45])[N:23]([C@H:33]3[CH2:38][CH2:37][C@H:36]([O:39][CH2:40][C:41]([OH:44])([CH3:42])[CH3:43])[CH2:35][CH2:34]3)[C:24]3[N:25]([N:30]=[CH:31][N:32]=3)[C:26]=2[CH2:27][CH2:28][CH3:29])[CH:17]=[CH:16][C:15]=1[C:46]1[CH:51]=[CH:50][CH:49]=[CH:48][C:47]=1[C:52]1[NH:3][C:4](=[O:7])[O:5][N:53]=1. The yield is 0.490. The reactants are [Cl-].O[NH3+:3].[C:4](=[O:7])([O-])[OH:5].[Na+].CS(C)=O.[F:13][C:14]1[CH:19]=[C:18]([CH2:20][C:21]2[C:22](=[O:45])[N:23]([C@H:33]3[CH2:38][CH2:37][C@H:36]([O:39][CH2:40][C:41]([OH:44])([CH3:43])[CH3:42])[CH2:35][CH2:34]3)[C:24]3[N:25]([N:30]=[CH:31][N:32]=3)[C:26]=2[CH2:27][CH2:28][CH3:29])[CH:17]=[CH:16][C:15]=1[C:46]1[C:47]([C:52]#[N:53])=[CH:48][CH:49]=[CH:50][CH:51]=1. The catalyst is C(OCC)(=O)C. (8) The reactants are [Br:1][C:2]1[CH:11]=[CH:10][C:5]([C:6](OC)=[O:7])=[C:4]([CH2:12]Br)[CH:3]=1.[NH3:14].CO. The catalyst is C1COCC1. The product is [Br:1][C:2]1[CH:3]=[C:4]2[C:5](=[CH:10][CH:11]=1)[C:6](=[O:7])[NH:14][CH2:12]2. The yield is 0.520. (9) The reactants are [CH2:1]([N:8]1[CH:16]=[C:15]2[C:10]([CH:11]=[C:12]([C:17]3[CH:18]=[C:19]([C:27]4[CH:32]=[CH:31][C:30]([CH2:33]Br)=[CH:29][CH:28]=4)[N:20]4[C:25]=3[C:24]([NH2:26])=[N:23][CH:22]=[N:21]4)[CH:13]=[CH:14]2)=[N:9]1)[C:2]1[CH:7]=[CH:6][CH:5]=[CH:4][CH:3]=1.[CH2:35]([N:37]1[CH2:42][CH2:41][NH:40][CH2:39][CH2:38]1)[CH3:36]. No catalyst specified. The product is [CH2:1]([N:8]1[CH:16]=[C:15]2[C:10]([CH:11]=[C:12]([C:17]3[CH:18]=[C:19]([C:27]4[CH:32]=[CH:31][C:30]([CH2:33][N:40]5[CH2:41][CH2:42][N:37]([CH2:35][CH3:36])[CH2:38][CH2:39]5)=[CH:29][CH:28]=4)[N:20]4[C:25]=3[C:24]([NH2:26])=[N:23][CH:22]=[N:21]4)[CH:13]=[CH:14]2)=[N:9]1)[C:2]1[CH:7]=[CH:6][CH:5]=[CH:4][CH:3]=1. The yield is 0.0120.